From a dataset of Forward reaction prediction with 1.9M reactions from USPTO patents (1976-2016). Predict the product of the given reaction. Given the reactants [NH2:1][C:2]1[CH:3]=[CH:4][C:5]2[CH2:9][O:8][B:7]([OH:10])[C:6]=2[CH:11]=1.N1C=CC=CC=1.Cl[S:19]([C:22]1[CH:27]=[CH:26][C:25]([NH:28][C:29](=[O:34])[C:30]([F:33])([F:32])[F:31])=[CH:24][C:23]=1[CH2:35][C:36]([O:38][CH2:39][CH3:40])=[O:37])(=[O:21])=[O:20], predict the reaction product. The product is: [OH:10][B:7]1[C:6]2[CH:11]=[C:2]([NH:1][S:19]([C:22]3[CH:27]=[CH:26][C:25]([NH:28][C:29](=[O:34])[C:30]([F:31])([F:32])[F:33])=[CH:24][C:23]=3[CH2:35][C:36]([O:38][CH2:39][CH3:40])=[O:37])(=[O:20])=[O:21])[CH:3]=[CH:4][C:5]=2[CH2:9][O:8]1.